This data is from Catalyst prediction with 721,799 reactions and 888 catalyst types from USPTO. The task is: Predict which catalyst facilitates the given reaction. (1) Reactant: [Si:1]([O:8][C@@H:9]1[CH2:12][C@H:11](/[CH:13]=[N:14]/[S:15]([C:17]([CH3:20])([CH3:19])[CH3:18])=[O:16])[CH2:10]1)([C:4]([CH3:7])([CH3:6])[CH3:5])([CH3:3])[CH3:2].[CH3:21][Mg]Br. Product: [C:4]([Si:1]([CH3:3])([CH3:2])[O:8][C@@H:9]1[CH2:12][C@H:11]([CH:13]([NH:14][S:15]([C:17]([CH3:20])([CH3:19])[CH3:18])=[O:16])[CH3:21])[CH2:10]1)([CH3:7])([CH3:6])[CH3:5]. The catalyst class is: 2. (2) Reactant: [CH2:1]([C@H:3]1[C@@H:7]([C:8]2[N:12]3[C:13]4[CH:19]=[CH:18][N:17]([CH2:20][O:21][CH2:22][CH2:23][Si:24]([CH3:27])([CH3:26])[CH3:25])[C:14]=4[N:15]=[CH:16][C:11]3=[N:10][N:9]=2)[CH2:6][C@H:5]([OH:28])[CH2:4]1)[CH3:2].[CH3:29][S:30](Cl)(=[O:32])=[O:31]. Product: [CH3:29][S:30]([O:28][CH:5]1[CH2:6][CH:7]([C:8]2[N:12]3[C:13]4[CH:19]=[CH:18][N:17]([CH2:20][O:21][CH2:22][CH2:23][Si:24]([CH3:26])([CH3:25])[CH3:27])[C:14]=4[N:15]=[CH:16][C:11]3=[N:10][N:9]=2)[CH:3]([CH2:1][CH3:2])[CH2:4]1)(=[O:32])=[O:31]. The catalyst class is: 2. (3) Reactant: [C:1]([C:5]1[CH:6]=[C:7](B(O)O)[CH:8]=[CH:9][C:10]=1[S:11](=[O:18])(=[O:17])[NH:12][C:13]([CH3:16])([CH3:15])[CH3:14])([CH3:4])([CH3:3])[CH3:2].[CH:22]1([CH2:28][C:29]2[NH:33][N:32]=[C:31]([C:34]([O:36][CH2:37]C)=[O:35])[N:30]=2)[CH2:27][CH2:26][CH2:25][CH2:24][CH2:23]1.N1C=CC=CC=1. Product: [C:1]([C:5]1[CH:6]=[C:7]([N:33]2[C:29]([CH2:28][CH:22]3[CH2:27][CH2:26][CH2:25][CH2:24][CH2:23]3)=[N:30][C:31]([C:34]([O:36][CH3:37])=[O:35])=[N:32]2)[CH:8]=[CH:9][C:10]=1[S:11](=[O:18])(=[O:17])[NH:12][C:13]([CH3:16])([CH3:15])[CH3:14])([CH3:4])([CH3:3])[CH3:2]. The catalyst class is: 749. (4) Reactant: [NH2:1][CH2:2][CH2:3][CH2:4][CH2:5][C@H:6]([N:17]([S:22]([C:25]1[CH:30]=[CH:29][C:28]([NH2:31])=[CH:27][CH:26]=1)(=[O:24])=[O:23])[CH2:18][CH:19]([CH3:21])[CH3:20])[CH2:7][O:8][C:9](=[O:16])[C:10]1[CH:15]=[CH:14][CH:13]=[N:12][CH:11]=1.C(N(CC)CC)C.C(Cl)CCl.C1C=CC2N(O)N=NC=2C=1.[CH3:53][O:54][C:55]([NH:57][C@@H:58]([CH:62]([C:69]1[CH:74]=[CH:73][CH:72]=[CH:71][CH:70]=1)[C:63]1[CH:68]=[CH:67][CH:66]=[CH:65][CH:64]=1)[C:59](O)=[O:60])=[O:56]. Product: [NH2:31][C:28]1[CH:27]=[CH:26][C:25]([S:22]([N:17]([CH2:18][CH:19]([CH3:21])[CH3:20])[C@@H:6]([CH2:5][CH2:4][CH2:3][CH2:2][NH:1][C:59](=[O:60])[C@@H:58]([NH:57][C:55]([O:54][CH3:53])=[O:56])[CH:62]([C:69]2[CH:70]=[CH:71][CH:72]=[CH:73][CH:74]=2)[C:63]2[CH:68]=[CH:67][CH:66]=[CH:65][CH:64]=2)[CH2:7][O:8][C:9](=[O:16])[C:10]2[CH:15]=[CH:14][CH:13]=[N:12][CH:11]=2)(=[O:24])=[O:23])=[CH:30][CH:29]=1. The catalyst class is: 3. (5) Reactant: O=C(N1C2C(=CC(OCC3SC(C(F)(F)F)=C(C4C=CC=CC=4)C=3)=CC=2)CC1)C[C@@H](NC(=O)C(F)(F)F)C(O)=O.[O:41]=[C:42]([N:55]1[C:63]2[C:58](=[CH:59][C:60]([O:64][CH2:65][C:66]3[S:67][C:68]([C:77]([F:80])([F:79])[F:78])=[C:69]([C:71]4[CH:76]=[CH:75][CH:74]=[CH:73][CH:72]=4)[CH:70]=3)=[CH:61][CH:62]=2)[CH2:57][CH2:56]1)[C@H:43]([NH:48]C(=O)C(F)(F)F)[CH2:44][C:45]([OH:47])=[O:46].[OH-].[Na+].Cl. Product: [NH2:48][C@@H:43]([C:42](=[O:41])[N:55]1[C:63]2[C:58](=[CH:59][C:60]([O:64][CH2:65][C:66]3[S:67][C:68]([C:77]([F:80])([F:78])[F:79])=[C:69]([C:71]4[CH:76]=[CH:75][CH:74]=[CH:73][CH:72]=4)[CH:70]=3)=[CH:61][CH:62]=2)[CH2:57][CH2:56]1)[CH2:44][C:45]([OH:47])=[O:46]. The catalyst class is: 799. (6) Reactant: [Br:1][C:2]1[CH:7]=[C:6]([N+:8]([O-])=O)[CH:5]=[CH:4][C:3]=1[O:11][CH3:12]. Product: [Br:1][C:2]1[CH:7]=[C:6]([CH:5]=[CH:4][C:3]=1[O:11][CH3:12])[NH2:8]. The catalyst class is: 180. (7) Reactant: [CH2:1]([O:8][C:9]1[CH:10]=[C:11]([N:20]([C:28]([O:30][C:31]([CH3:34])([CH3:33])[CH3:32])=[O:29])[CH2:21][CH2:22][CH:23](OC)[O:24]C)[C:12]([I:19])=[C:13]2[C:18]=1[N:17]=[CH:16][CH:15]=[CH:14]2)[C:2]1[CH:7]=[CH:6][CH:5]=[CH:4][CH:3]=1.CC1C=CC(S(O)(=O)=O)=CC=1.O.O. Product: [CH2:1]([O:8][C:9]1[CH:10]=[C:11]([N:20]([C:28]([O:30][C:31]([CH3:34])([CH3:33])[CH3:32])=[O:29])[CH2:21][CH2:22][CH:23]=[O:24])[C:12]([I:19])=[C:13]2[C:18]=1[N:17]=[CH:16][CH:15]=[CH:14]2)[C:2]1[CH:7]=[CH:6][CH:5]=[CH:4][CH:3]=1. The catalyst class is: 21. (8) Reactant: Br[C:2]1[N:7]=[CH:6][C:5]2[N:8]=[C:9]([CH:14]([O:16][CH:17]3[CH2:22][CH2:21][CH2:20][CH2:19][O:18]3)[CH3:15])[N:10]([CH:11]([CH3:13])[CH3:12])[C:4]=2[CH:3]=1.[Cl:23][C:24]1[N:29]=[C:28]([NH2:30])[CH:27]=[CH:26][N:25]=1.C1(P(C2C=CC=CC=2)C2C3OC4C(=CC=CC=4P(C4C=CC=CC=4)C4C=CC=CC=4)C(C)(C)C=3C=CC=2)C=CC=CC=1.C(=O)([O-])[O-].[Cs+].[Cs+]. Product: [Cl:23][C:24]1[N:29]=[C:28]([NH:30][C:2]2[N:7]=[CH:6][C:5]3[N:8]=[C:9]([CH:14]([O:16][CH:17]4[CH2:22][CH2:21][CH2:20][CH2:19][O:18]4)[CH3:15])[N:10]([CH:11]([CH3:13])[CH3:12])[C:4]=3[CH:3]=2)[CH:27]=[CH:26][N:25]=1. The catalyst class is: 62. (9) Reactant: [Cl:1][C:2]1[CH:3]=[C:4]([CH:8]=[C:9]([CH2:11][OH:12])[N:10]=1)[C:5]([OH:7])=[O:6].[H-].[Na+].[CH3:15]I. Product: [Cl:1][C:2]1[CH:3]=[C:4]([CH:8]=[C:9]([CH2:11][O:12][CH3:15])[N:10]=1)[C:5]([OH:7])=[O:6]. The catalyst class is: 3. (10) Reactant: [Cl:1][C:2]1[N:3]=[C:4]([N:11]2[CH2:16][CH2:15][O:14][CH2:13][CH2:12]2)[C:5]2[S:10][CH:9]=[CH:8][C:6]=2[N:7]=1.CN(C)CCN(C)C.C([Li])CCC.CN([CH:33]=[O:34])C.Cl. Product: [Cl:1][C:2]1[N:3]=[C:4]([N:11]2[CH2:16][CH2:15][O:14][CH2:13][CH2:12]2)[C:5]2[S:10][C:9]([CH:33]=[O:34])=[CH:8][C:6]=2[N:7]=1. The catalyst class is: 1.